From a dataset of Forward reaction prediction with 1.9M reactions from USPTO patents (1976-2016). Predict the product of the given reaction. (1) Given the reactants F[C:2]1[C:11]2[N:10]=[CH:9][CH:8]=[CH:7][C:6]=2[C:5]([S:12](Cl)(=[O:14])=[O:13])=[CH:4][CH:3]=1.CCN(C(C)C)C(C)C.[CH2:25]([N:32]1[CH2:37][CH2:36][NH:35][CH2:34][CH2:33]1)[C:26]1[CH:31]=[CH:30][CH:29]=[CH:28][CH:27]=1.[CH3:38][Si:39]([CH3:44])([CH3:43])[CH2:40][CH2:41][OH:42].[H-].[Na+], predict the reaction product. The product is: [CH2:25]([N:32]1[CH2:37][CH2:36][N:35]([S:12]([C:5]2[CH:4]=[CH:3][C:2]([O:42][CH2:41][CH2:40][Si:39]([CH3:44])([CH3:43])[CH3:38])=[C:11]3[C:6]=2[CH:7]=[CH:8][CH:9]=[N:10]3)(=[O:14])=[O:13])[CH2:34][CH2:33]1)[C:26]1[CH:27]=[CH:28][CH:29]=[CH:30][CH:31]=1. (2) Given the reactants [Cl:1][C:2]1[CH:3]=[C:4]([NH:17][C:18]2[C:27]3[C:22](=[CH:23][C:24](F)=[C:25]([N+:28]([O-:30])=[O:29])[CH:26]=3)[N:21]=[CH:20][N:19]=2)[CH:5]=[CH:6][C:7]=1[O:8][CH2:9][C:10]1[CH:15]=[CH:14][CH:13]=[C:12]([F:16])[CH:11]=1.[CH3:32][O-:33].[Na+].O, predict the reaction product. The product is: [Cl:1][C:2]1[CH:3]=[C:4]([NH:17][C:18]2[C:27]3[C:22](=[CH:23][C:24]([O:33][CH3:32])=[C:25]([N+:28]([O-:30])=[O:29])[CH:26]=3)[N:21]=[CH:20][N:19]=2)[CH:5]=[CH:6][C:7]=1[O:8][CH2:9][C:10]1[CH:15]=[CH:14][CH:13]=[C:12]([F:16])[CH:11]=1. (3) Given the reactants [CH2:1]([C:8]1([OH:18])[CH2:17][CH2:16][C:11]2([O:15][CH2:14][CH2:13][O:12]2)[CH2:10][CH2:9]1)[C:2]1[CH:7]=[CH:6][CH:5]=[CH:4][CH:3]=1.[H-].[Na+].I[CH3:22], predict the reaction product. The product is: [CH2:1]([C:8]1([O:18][CH3:22])[CH2:17][CH2:16][C:11]2([O:12][CH2:13][CH2:14][O:15]2)[CH2:10][CH2:9]1)[C:2]1[CH:7]=[CH:6][CH:5]=[CH:4][CH:3]=1. (4) The product is: [F:1][C:2]1[CH:7]=[C:6]([N:30]2[C@H:29]([CH3:28])[CH2:33][CH2:32][S:31]2(=[O:35])=[O:34])[CH:5]=[CH:4][C:3]=1[C:9]([N:11]1[CH2:16][CH2:15][N:14]([C:17]2[C:22]([CH3:23])=[CH:21][C:20]([C:24]([F:27])([F:26])[F:25])=[CH:19][N:18]=2)[CH2:13][CH2:12]1)=[O:10]. Given the reactants [F:1][C:2]1[CH:7]=[C:6](I)[CH:5]=[CH:4][C:3]=1[C:9]([N:11]1[CH2:16][CH2:15][N:14]([C:17]2[C:22]([CH3:23])=[CH:21][C:20]([C:24]([F:27])([F:26])[F:25])=[CH:19][N:18]=2)[CH2:13][CH2:12]1)=[O:10].[CH3:28][C@@H:29]1[CH2:33][CH2:32][S:31](=[O:35])(=[O:34])[NH:30]1, predict the reaction product.